From a dataset of Forward reaction prediction with 1.9M reactions from USPTO patents (1976-2016). Predict the product of the given reaction. (1) Given the reactants [Cl:1][C:2]1[CH:3]=[CH:4][C:5]2[O:10][CH2:9][C:8](=O)[NH:7][C:6]=2[CH:12]=1.B.C1COCC1, predict the reaction product. The product is: [Cl:1][C:2]1[CH:3]=[CH:4][C:5]2[O:10][CH2:9][CH2:8][NH:7][C:6]=2[CH:12]=1. (2) The product is: [NH:8]1[C:4]2=[N:5][CH:6]=[CH:7][C:2]([N:18]3[CH:22]=[C:21]([C:23]4[CH:24]=[C:25]([CH:28]=[CH:29][CH:30]=4)[C:26]#[N:27])[CH:20]=[N:19]3)=[C:3]2[CH:10]=[CH:9]1. Given the reactants Br[C:2]1[CH:7]=[CH:6][N:5]=[C:4]2[NH:8][CH:9]=[CH:10][C:3]=12.FC(F)(F)C(O)=O.[NH:18]1[CH:22]=[C:21]([C:23]2[CH:24]=[C:25]([CH:28]=[CH:29][CH:30]=2)[C:26]#[N:27])[CH:20]=[N:19]1, predict the reaction product. (3) Given the reactants [NH2:1][C:2]1[S:6][C:5]2[CH:7]=[CH:8][CH:9]=[CH:10][C:4]=2[C:3]=1[C:11]([O:13][CH2:14][CH3:15])=[O:12].F[C:17]1[CH:22]=[CH:21][C:20]([C:23]([F:26])([F:25])[F:24])=[CH:19][C:18]=1[N+:27]([O-:29])=[O:28], predict the reaction product. The product is: [N+:27]([C:18]1[CH:19]=[C:20]([C:23]([F:24])([F:25])[F:26])[CH:21]=[CH:22][C:17]=1[NH:1][C:2]1[S:6][C:5]2[CH:7]=[CH:8][CH:9]=[CH:10][C:4]=2[C:3]=1[C:11]([O:13][CH2:14][CH3:15])=[O:12])([O-:29])=[O:28]. (4) Given the reactants C[O:2][C:3](=[O:17])[C:4]1[CH:9]=[C:8]([O:10][CH3:11])[N:7]=[C:6]([CH:12]([CH2:15][CH3:16])[CH2:13][CH3:14])[CH:5]=1, predict the reaction product. The product is: [CH2:13]([CH:12]([C:6]1[CH:5]=[C:4]([CH:9]=[C:8]([O:10][CH3:11])[N:7]=1)[C:3]([OH:17])=[O:2])[CH2:15][CH3:16])[CH3:14]. (5) The product is: [ClH:30].[CH3:14][C:12]1([CH3:15])[CH2:13][NH:8][CH2:9][C:10]2[CH:18]=[C:17]([C:19]([O:21][CH2:22][CH3:23])=[O:20])[S:16][C:11]1=2. Given the reactants C([N:8]1[CH2:13][C:12]([CH3:15])([CH3:14])[C:11]2[S:16][C:17]([C:19]([O:21][CH2:22][CH3:23])=[O:20])=[CH:18][C:10]=2[CH2:9]1)C1C=CC=CC=1.C([O-])([O-])=O.[K+].[K+].[Cl:30]C(OC(Cl)C)=O, predict the reaction product. (6) Given the reactants C(OC(N1C[C@H:10](O)[CH2:9][C@H:8]1[CH2:13]O[Si](C(C)(C)C)(C)C)=O)C=C.C(OC1C=C(OC)C(C(N2CC(=C)CC2CO[Si](C(C)(C)C)(C)C)=O)=CC=1[N+]([O-])=O)CCOC1C=C(OC)C(C(N2CC(=C)CC2CO[Si](C(C)(C)C)(C)C)=O)=CC=1[N+]([O-])=O.[CH2:83]([O:86][C:87]([N:89]1[CH2:93][C@H:92]([OH:94])[CH2:91][C@H:90]1[C:95]([OH:97])=[O:96])=[O:88])[CH:84]=[CH2:85].C(OC(N1C[C@H](O)C[C@H]1CO)=O)C=C.NC1C=CC(I)=CC=1C(N1CC(=C)C[C@H]1CO)=O, predict the reaction product. The product is: [CH2:83]([O:86][C:87]([N:89]1[CH2:93][C@H:92]([OH:94])[CH2:91][C@H:90]1[C:95]([OH:97])=[O:96])=[O:88])[C:84]1[CH:10]=[CH:9][CH:8]=[CH:13][CH:85]=1. (7) Given the reactants [C:1](Cl)(=[O:5])/[CH:2]=[CH:3]/[CH3:4].C([O-])([O-])=O.[K+].[K+].[CH2:13]([OH:20])[C:14]1[CH:19]=[CH:18][CH:17]=[CH:16][CH:15]=1, predict the reaction product. The product is: [C:1]([O:20][CH2:13][C:14]1[CH:19]=[CH:18][CH:17]=[CH:16][CH:15]=1)(=[O:5])/[CH:2]=[CH:3]/[CH3:4]. (8) Given the reactants [NH2:1][C:2]1[CH:3]=[N:4][C:5]2[C:10]([C:11]=1[NH:12][NH:13][C:14]([O:16][C:17]([CH3:20])([CH3:19])[CH3:18])=[O:15])=[N:9][CH:8]=[CH:7][CH:6]=2.[C:21](OCC)(OCC)(OCC)[CH2:22][CH3:23].C1(C)C=CC=CC=1, predict the reaction product. The product is: [CH2:22]([C:23]1[N:12]([NH:13][C:14](=[O:15])[O:16][C:17]([CH3:20])([CH3:19])[CH3:18])[C:11]2[C:10]3[N:9]=[CH:8][CH:7]=[CH:6][C:5]=3[N:4]=[CH:3][C:2]=2[N:1]=1)[CH3:21]. (9) Given the reactants [NH2:1][CH:2]([C:9]1[C:14]([O:15][CH3:16])=[CH:13][CH:12]=[CH:11][C:10]=1[O:17][CH3:18])[CH2:3][CH2:4][C:5]([O:7]C)=O.[O:19]([C:26]1[CH:27]=[C:28]([CH:31]=[CH:32][CH:33]=1)[CH:29]=O)[C:20]1[CH:25]=[CH:24][CH:23]=[CH:22][CH:21]=1, predict the reaction product. The product is: [CH3:18][O:17][C:10]1[CH:11]=[CH:12][CH:13]=[C:14]([O:15][CH3:16])[C:9]=1[CH:2]1[N:1]([CH2:29][C:28]2[CH:31]=[CH:32][CH:33]=[C:26]([O:19][C:20]3[CH:25]=[CH:24][CH:23]=[CH:22][CH:21]=3)[CH:27]=2)[C:5](=[O:7])[CH2:4][CH2:3]1. (10) Given the reactants [OH:1][C:2]1[CH:3]=[C:4]2[C:9](=[CH:10][CH:11]=1)[CH:8]=[C:7]([C@:12]1([CH3:18])[CH2:16][O:15][C:14](=[O:17])[NH:13]1)[CH:6]=[CH:5]2.C(=O)([O-])[O-].[Cs+].[Cs+].CS(O[C@H:30]1[CH2:35][CH2:34][C@@H:33]([C:36]([F:39])([F:38])[CH3:37])[CH2:32][CH2:31]1)(=O)=O.O, predict the reaction product. The product is: [F:38][C:36]([C@H:33]1[CH2:34][CH2:35][C@H:30]([O:1][C:2]2[CH:3]=[C:4]3[C:9](=[CH:10][CH:11]=2)[CH:8]=[C:7]([C@:12]2([CH3:18])[CH2:16][O:15][C:14](=[O:17])[NH:13]2)[CH:6]=[CH:5]3)[CH2:31][CH2:32]1)([F:39])[CH3:37].